This data is from Catalyst prediction with 721,799 reactions and 888 catalyst types from USPTO. The task is: Predict which catalyst facilitates the given reaction. (1) Reactant: [H-].[Na+].[F:3][C:4]1[CH:9]=[CH:8][C:7]([C@H:10]([OH:16])[CH2:11][CH2:12][C:13]([OH:15])=[O:14])=[CH:6][C:5]=1[CH3:17].[CH3:18]I. Product: [F:3][C:4]1[CH:9]=[CH:8][C:7]([C@H:10]([O:16][CH3:18])[CH2:11][CH2:12][C:13]([OH:15])=[O:14])=[CH:6][C:5]=1[CH3:17]. The catalyst class is: 1. (2) Reactant: [N:1]([CH2:4][CH:5]([C:7]1[C:12]2[O:13][CH2:14][C:15](=[O:17])[NH:16][C:11]=2[C:10]([O:18]CC2C=CC=CC=2)=[CH:9][CH:8]=1)[OH:6])=[N+]=[N-].[H][H].[C:28]([OH:31])(=[O:30])[CH3:29]. Product: [C:28]([OH:31])(=[O:30])[CH3:29].[NH2:1][CH2:4][C@H:5]([C:7]1[C:12]2[O:13][CH2:14][C:15](=[O:17])[NH:16][C:11]=2[C:10]([OH:18])=[CH:9][CH:8]=1)[OH:6]. The catalyst class is: 29. (3) Reactant: [C:1]([O:5][C:6](=[O:25])[NH:7][CH2:8][CH2:9][NH:10][CH2:11][C:12]1[CH:17]=[CH:16][C:15]([N+:18]([O-:20])=[O:19])=[CH:14][C:13]=1[C:21]([F:24])([F:23])[F:22])([CH3:4])([CH3:3])[CH3:2].[Cl:26][CH2:27][C:28](Cl)=[O:29].C([O-])(O)=O.[Na+]. Product: [C:1]([O:5][C:6](=[O:25])[NH:7][CH2:8][CH2:9][N:10]([C:28](=[O:29])[CH2:27][Cl:26])[CH2:11][C:12]1[CH:17]=[CH:16][C:15]([N+:18]([O-:20])=[O:19])=[CH:14][C:13]=1[C:21]([F:23])([F:24])[F:22])([CH3:4])([CH3:2])[CH3:3]. The catalyst class is: 1. (4) Reactant: [OH:1][CH2:2][C:3]1[N:12]=[CH:11][CH:10]=[C:9]2[C:4]=1[CH:5]=[C:6]([C:28]1[CH:33]=[CH:32][CH:31]=[CH:30][CH:29]=1)[C:7]([C:13]1[CH:27]=[CH:26][C:16]([CH2:17][NH:18][C:19](=[O:25])[O:20][C:21]([CH3:24])([CH3:23])[CH3:22])=[CH:15][CH:14]=1)=[N:8]2.[Br-].Br[CH2:36][C:37]1[CH:42]=[CH:41][NH+:40]=[CH:39][CH:38]=1.C1COCC1.[H-].[Na+]. Product: [C:28]1([C:6]2[C:7]([C:13]3[CH:14]=[CH:15][C:16]([CH2:17][NH:18][C:19](=[O:25])[O:20][C:21]([CH3:24])([CH3:23])[CH3:22])=[CH:26][CH:27]=3)=[N:8][C:9]3[C:4]([CH:5]=2)=[C:3]([CH2:2][O:1][CH2:36][C:37]2[CH:42]=[CH:41][N:40]=[CH:39][CH:38]=2)[N:12]=[CH:11][CH:10]=3)[CH:29]=[CH:30][CH:31]=[CH:32][CH:33]=1. The catalyst class is: 3. (5) Reactant: [F:1][C:2]1[CH:7]=[C:6]([F:8])[CH:5]=[CH:4][C:3]=1[C@@:9]([NH:20][S@@:21]([C:23]([CH3:26])([CH3:25])[CH3:24])=[O:22])([CH2:11][C:12]([C:14]1[C:15]([CH3:19])=[N:16][O:17][CH:18]=1)=[O:13])[CH3:10].[H-].C(O[Al](OC(C)(C)C)OC(C)(C)C)(C)(C)C.[Li+].C1COCC1.O.O.O.O.O.O.O.O.O.O.S([O-])([O-])(=O)=O.[Na+].[Na+].[Cl-].[NH4+]. Product: [F:1][C:2]1[CH:7]=[C:6]([F:8])[CH:5]=[CH:4][C:3]=1[C@@:9]([NH:20][S@@:21]([C:23]([CH3:26])([CH3:25])[CH3:24])=[O:22])([CH2:11][C@@H:12]([OH:13])[C:14]1[C:15]([CH3:19])=[N:16][O:17][CH:18]=1)[CH3:10]. The catalyst class is: 27. (6) Reactant: C([O:8][C:9]1[CH:14]=[CH:13][C:12]([C@@H:15]([OH:39])[CH2:16][NH:17][C@@H:18]([CH2:21][C:22]2[CH:27]=[CH:26][C:25]([O:28][C:29]3[C:38]4[C:33](=[CH:34][CH:35]=[CH:36][CH:37]=4)[N:32]=[CH:31][CH:30]=3)=[CH:24][CH:23]=2)[CH2:19][OH:20])=[CH:11][C:10]=1[NH:40][S:41]([CH3:44])(=[O:43])=[O:42])C1C=CC=CC=1. Product: [OH:8][C:9]1[CH:14]=[CH:13][C:12]([C@@H:15]([OH:39])[CH2:16][NH:17][C@@H:18]([CH2:21][C:22]2[CH:23]=[CH:24][C:25]([O:28][C:29]3[C:38]4[C:33](=[CH:34][CH:35]=[CH:36][CH:37]=4)[N:32]=[CH:31][CH:30]=3)=[CH:26][CH:27]=2)[CH2:19][OH:20])=[CH:11][C:10]=1[NH:40][S:41]([CH3:44])(=[O:43])=[O:42]. The catalyst class is: 43. (7) Reactant: ClC1C=CC([C@@H:8]2[C@:10]3([C:18]4[C:13](=[CH:14][CH:15]=[CH:16][CH:17]=4)[N:12](CC4C=C(C=CC=4)C(O)=O)[C:11]3=[O:29])[CH2:9]2)=CC=1.ClC1C=CC([C@H]2[C@@]3(C4C(=CC=CC=4)N(CC4C=C(C=CC=4)C(O)=O)C3=O)C2)=CC=1.Cl.CN(C)CCCN=C=NCC.ON1C2C=CC=CC=2N=N1.N1CCCCC1. Product: [NH:12]1[C:13]2[C:18](=[CH:17][CH:16]=[CH:15][CH:14]=2)[C:10]2([CH2:9][CH2:8]2)[C:11]1=[O:29]. The catalyst class is: 3.